Dataset: Full USPTO retrosynthesis dataset with 1.9M reactions from patents (1976-2016). Task: Predict the reactants needed to synthesize the given product. Given the product [NH:48]1[C:49]2[CH:55]=[CH:54][CH:53]=[CH:52][C:50]=2[N:51]=[C:47]1[NH:46][C:8](=[O:10])[CH:7]([C:11]1[CH:16]=[CH:15][C:14]([Cl:17])=[C:13]([Cl:18])[CH:12]=1)[CH2:6][CH:1]1[CH2:2][CH2:3][CH2:4][CH2:5]1, predict the reactants needed to synthesize it. The reactants are: [CH:1]1([CH2:6][CH:7]([C:11]2[CH:16]=[CH:15][C:14]([Cl:17])=[C:13]([Cl:18])[CH:12]=2)[C:8]([OH:10])=O)[CH2:5][CH2:4][CH2:3][CH2:2]1.F[P-](F)(F)(F)(F)F.N1(O[P+](N(C)C)(N(C)C)N(C)C)C2C=CC=CC=2N=N1.[NH2:46][C:47]1[NH:48][C:49]2[CH:55]=[CH:54][CH:53]=[CH:52][C:50]=2[N:51]=1.C(N(CC)CC)C.